Dataset: Catalyst prediction with 721,799 reactions and 888 catalyst types from USPTO. Task: Predict which catalyst facilitates the given reaction. (1) Reactant: C([O:9][CH2:10][CH2:11][O:12][C:13]1[CH:18]=[CH:17][C:16](/[C:19](/[C:30]2[CH:35]=[CH:34][CH:33]=[CH:32][CH:31]=2)=[C:20](\[C:24]2[CH:29]=[CH:28][CH:27]=[CH:26][CH:25]=2)/[CH2:21][CH2:22][Cl:23])=[CH:15][CH:14]=1)(=O)C1C=CC=CC=1.[Al].[Li].[H-]. Product: [CH:27]1[CH:28]=[CH:29][C:24](/[C:20](/[CH2:21][CH2:22][Cl:23])=[C:19](\[C:16]2[CH:17]=[CH:18][C:13]([O:12][CH2:11][CH2:10][OH:9])=[CH:14][CH:15]=2)/[C:30]2[CH:31]=[CH:32][CH:33]=[CH:34][CH:35]=2)=[CH:25][CH:26]=1. The catalyst class is: 11. (2) Reactant: [NH:1]1[CH2:5][CH2:4][CH2:3][CH2:2]1.[Li]CCCC.[Br:11][C:12]1[CH:17]=[C:16]([O:18][CH2:19][O:20][CH3:21])[CH:15]=[C:14](Br)[CH:13]=1.[Br-].[Li+]. Product: [Br:11][C:12]1[CH:13]=[C:14]([N:1]2[CH2:5][CH2:4][CH2:3][CH2:2]2)[CH:15]=[C:16]([O:18][CH2:19][O:20][CH3:21])[CH:17]=1. The catalyst class is: 7. (3) Reactant: [C:12]([O:11][C:9](O[C:9]([O:11][C:12]([CH3:15])([CH3:14])[CH3:13])=[O:10])=[O:10])([CH3:15])([CH3:14])[CH3:13].[F:16][C:17]1[CH:22]=[CH:21][CH:20]=[CH:19][C:18]=1[NH2:23]. Product: [F:16][C:17]1[CH:22]=[CH:21][CH:20]=[CH:19][C:18]=1[NH:23][C:9](=[O:10])[O:11][C:12]([CH3:13])([CH3:14])[CH3:15]. The catalyst class is: 7. (4) Reactant: [F:1][C:2]([F:18])([C:11]1[CH:16]=[CH:15][C:14]([CH3:17])=[CH:13][N:12]=1)[CH2:3][N:4]1[CH2:9][CH2:8][CH:7]([NH2:10])[CH2:6][CH2:5]1.Cl[C:20]1[C:21]2[CH:28]=[CH:27][NH:26][C:22]=2[N:23]=[CH:24][N:25]=1.CCN(C(C)C)C(C)C. Product: [F:18][C:2]([F:1])([C:11]1[CH:16]=[CH:15][C:14]([CH3:17])=[CH:13][N:12]=1)[CH2:3][N:4]1[CH2:5][CH2:6][CH:7]([NH:10][C:20]2[C:21]3[CH:28]=[CH:27][NH:26][C:22]=3[N:23]=[CH:24][N:25]=2)[CH2:8][CH2:9]1. The catalyst class is: 51. (5) Reactant: [C:1]([O:5][C:6](=[O:35])[NH:7][C:8]1([C:12]2[CH:17]=[CH:16][C:15]([C:18]3[C:27]([C:28]4[CH:33]=[CH:32][CH:31]=[CH:30][CH:29]=4)=[CH:26][C:25]4[C:24](=O)[NH:23][CH2:22][CH2:21][C:20]=4[N:19]=3)=[CH:14][CH:13]=2)[CH2:11][CH2:10][CH2:9]1)([CH3:4])([CH3:3])[CH3:2].COC1C=CC(P2(SP(C3C=CC(OC)=CC=3)(=S)S2)=[S:45])=CC=1. The catalyst class is: 11. Product: [C:1]([O:5][C:6](=[O:35])[NH:7][C:8]1([C:12]2[CH:17]=[CH:16][C:15]([C:18]3[C:27]([C:28]4[CH:33]=[CH:32][CH:31]=[CH:30][CH:29]=4)=[CH:26][C:25]4[C:24](=[S:45])[NH:23][CH2:22][CH2:21][C:20]=4[N:19]=3)=[CH:14][CH:13]=2)[CH2:11][CH2:10][CH2:9]1)([CH3:4])([CH3:3])[CH3:2].